Dataset: Forward reaction prediction with 1.9M reactions from USPTO patents (1976-2016). Task: Predict the product of the given reaction. (1) The product is: [F:1][C:2]1[CH:3]=[C:4]([C@:15]([NH:30][C:31]([NH:32][C:33]2([CH2:36][OH:37])[CH2:35][CH2:34]2)=[O:40])([C:23]2[CH:28]=[CH:27][C:26]([F:29])=[CH:25][CH:24]=2)[CH2:16][C:17]2[CH:18]=[CH:19][CH:20]=[CH:21][CH:22]=2)[CH:5]=[C:6]([O:8][C:9]([F:13])([F:14])[CH:10]([F:11])[F:12])[CH:7]=1. Given the reactants [F:1][C:2]1[CH:3]=[C:4]([C@:15]([NH:30][C:31](=[O:40])[NH:32][C:33]2([C:36](OC)=[O:37])[CH2:35][CH2:34]2)([C:23]2[CH:28]=[CH:27][C:26]([F:29])=[CH:25][CH:24]=2)[CH2:16][C:17]2[CH:22]=[CH:21][CH:20]=[CH:19][CH:18]=2)[CH:5]=[C:6]([O:8][C:9]([F:14])([F:13])[CH:10]([F:12])[F:11])[CH:7]=1.[Li+].[BH4-].Cl, predict the reaction product. (2) Given the reactants [C:1]12([CH2:11][C:12]([NH:14][C:15]3[C:24]([CH3:25])=[CH:23][CH:22]=[C:21]4[C:16]=3[CH:17]=[CH:18][C:19]([Cl:26])=[N:20]4)=[O:13])[CH2:10][CH:5]3[CH2:6][CH:7]([CH2:9][CH:3]([CH2:4]3)[CH2:2]1)[CH2:8]2.C(=O)([O-])[O-].[K+].[K+].[NH2:33][C@@H:34]1[CH2:38][CH2:37][N:36](C=O)[CH2:35]1, predict the reaction product. The product is: [ClH:26].[ClH:26].[C:1]12([CH2:11][C:12]([NH:14][C:15]3[C:24]([CH3:25])=[CH:23][CH:22]=[C:21]4[C:16]=3[CH:17]=[CH:18][C:19]([N:36]3[CH2:37][CH2:38][C@@H:34]([NH2:33])[CH2:35]3)=[N:20]4)=[O:13])[CH2:10][CH:5]3[CH2:6][CH:7]([CH2:9][CH:3]([CH2:4]3)[CH2:2]1)[CH2:8]2. (3) The product is: [NH:7]1[CH2:8][CH2:9][N:5]=[C:6]1[N:10]1[CH2:19][CH2:18][C:17]2[C:12](=[CH:13][C:14]([NH2:20])=[CH:15][CH:16]=2)[CH2:11]1. Given the reactants O.NN.Cl.[NH:5]1[CH2:9][CH2:8][N:7]=[C:6]1[N:10]1[CH2:19][CH2:18][C:17]2[C:12](=[CH:13][C:14]([N+:20]([O-])=O)=[CH:15][CH:16]=2)[CH2:11]1, predict the reaction product.